Dataset: Reaction yield outcomes from USPTO patents with 853,638 reactions. Task: Predict the reaction yield, written as a fraction of the theoretical maximum amount of product (1.0 means a 100% yield; for example, 0.34 means a 34% yield). (1) The reactants are C([O:4][C@@H:5]1[CH2:9][C@H:8]([C:10]2[N:14]3[C:15]4[CH:21]=[CH:20][N:19](S(C5C=CC(C)=CC=5)(=O)=O)[C:16]=4[N:17]=[CH:18][C:13]3=[C:12](Br)[N:11]=2)[N:7]([C:33](=[O:35])[CH3:34])[CH2:6]1)(=O)C.[F:36][C:37]([F:50])([F:49])[CH2:38][O:39][C:40]1[CH:45]=[CH:44][C:43](B(O)O)=[CH:42][CH:41]=1.C([O-])([O-])=O.[Cs+].[Cs+]. The catalyst is O1CCOCC1.CCO.O.C1(P(CCC)C2C=CC=CC=2)C=CC=CC=1.[Pd]. The product is [OH:4][C@H:5]1[CH2:6][N:7]([C:33](=[O:35])[CH3:34])[C@@H:8]([C:10]2[N:14]3[C:15]4[CH:21]=[CH:20][NH:19][C:16]=4[N:17]=[CH:18][C:13]3=[C:12]([C:43]3[CH:42]=[CH:41][C:40]([O:39][CH2:38][C:37]([F:36])([F:49])[F:50])=[CH:45][CH:44]=3)[N:11]=2)[CH2:9]1. The yield is 0.810. (2) The reactants are CO[C:3](=[O:22])[C:4]1[CH:9]=[CH:8][C:7](/[CH:10]=[CH:11]/[C:12]2[C:13]([CH2:18][CH2:19][CH2:20][CH3:21])=[N:14][O:15][C:16]=2[CH3:17])=[N:6][CH:5]=1.[CH3:23][CH:24]([NH2:27])[CH2:25][OH:26]. No catalyst specified. The product is [CH2:18]([C:13]1[C:12](/[CH:11]=[CH:10]/[C:7]2[CH:8]=[CH:9][C:4]([C:3]([NH:27][C@@H:24]([CH3:23])[CH2:25][OH:26])=[O:22])=[CH:5][N:6]=2)=[C:16]([CH3:17])[O:15][N:14]=1)[CH2:19][CH2:20][CH3:21]. The yield is 0.360. (3) The reactants are [CH3:1][C:2]1([CH3:15])[CH2:6][N:5](CC2C=CC=CC=2)[CH2:4][C@@H:3]1[OH:14].[ClH:16]. The catalyst is CO.[Pd]. The product is [ClH:16].[CH3:1][C:2]1([CH3:15])[CH2:6][NH:5][CH2:4][C@@H:3]1[OH:14]. The yield is 0.930. (4) The reactants are [CH3:1]O.C[Si](C=[N+]=[N-])(C)C.[Br:10][CH:11]([C:15]1[CH:20]=[CH:19][CH:18]=[CH:17][C:16]=1[Cl:21])[C:12]([OH:14])=[O:13]. The catalyst is C1(C)C=CC=CC=1. The product is [CH3:1][O:13][C:12](=[O:14])[CH:11]([Br:10])[C:15]1[CH:20]=[CH:19][CH:18]=[CH:17][C:16]=1[Cl:21]. The yield is 0.860. (5) The reactants are [O:1]1[C:5]2[CH:6]=[CH:7][C:8]([S:10]([N:13]([CH2:45][CH:46]([CH3:48])[CH3:47])[CH2:14][C@@H:15]([OH:44])[C@@H:16]([NH:32][C:33](=[O:43])[O:34][C@@H:35]3[C@H:42]4[C@H:38]([O:39][CH2:40][CH2:41]4)[O:37][CH2:36]3)[CH2:17][C:18]3[CH:23]=[CH:22][C:21]([O:24][CH2:25][C:26]4[N:27]=[C:28]([CH3:31])[S:29][CH:30]=4)=[CH:20][CH:19]=3)(=[O:12])=[O:11])=[CH:9][C:4]=2[O:3][CH2:2]1.[Cl:49][CH2:50][CH2:51][O:52][CH2:53][C:54](O)=[O:55]. The catalyst is CN(C)C1C=CN=CC=1.CN(C)C=O. The product is [Cl:49][CH2:50][CH2:51][O:52][CH2:53][C:54]([O:44][C@H:15]([CH2:14][N:13]([S:10]([C:8]1[CH:7]=[CH:6][C:5]2[O:1][CH2:2][O:3][C:4]=2[CH:9]=1)(=[O:12])=[O:11])[CH2:45][CH:46]([CH3:48])[CH3:47])[C@@H:16]([NH:32][C:33]([O:34][C@@H:35]1[C@H:42]2[C@H:38]([O:39][CH2:40][CH2:41]2)[O:37][CH2:36]1)=[O:43])[CH2:17][C:18]1[CH:19]=[CH:20][C:21]([O:24][CH2:25][C:26]2[N:27]=[C:28]([CH3:31])[S:29][CH:30]=2)=[CH:22][CH:23]=1)=[O:55]. The yield is 0.920. (6) The reactants are [Li]CCCC.C(NC(C)C)(C)C.[Cl:13][C:14]1[CH:19]=[CH:18][CH:17]=[CH:16][C:15]=1[CH:20]([O:22][C:23]1[CH:27]=[CH:26][S:25][C:24]=1[C:28]([O:30][CH3:31])=[O:29])[CH3:21].C(O[B:36]1[O:40][C:39]([CH3:42])([CH3:41])[C:38]([CH3:44])([CH3:43])[O:37]1)(C)C.Cl. The catalyst is C1COCC1. The product is [Cl:13][C:14]1[CH:19]=[CH:18][CH:17]=[CH:16][C:15]=1[CH:20]([O:22][C:23]1[CH:27]=[C:26]([B:36]2[O:40][C:39]([CH3:42])([CH3:41])[C:38]([CH3:44])([CH3:43])[O:37]2)[S:25][C:24]=1[C:28]([O:30][CH3:31])=[O:29])[CH3:21]. The yield is 0.510.